Dataset: Reaction yield outcomes from USPTO patents with 853,638 reactions. Task: Predict the reaction yield, written as a fraction of the theoretical maximum amount of product (1.0 means a 100% yield; for example, 0.34 means a 34% yield). (1) The reactants are [F:1][C:2]1[C:7]([F:8])=[CH:6][C:5]([OH:9])=[C:4]([CH2:10][CH2:11][OH:12])[CH:3]=1.C([O-])([O-])=O.[K+].[K+].Br[CH2:20][C:21]1[CH:26]=[CH:25][CH:24]=[CH:23][CH:22]=1.O. The catalyst is CC(C)=O. The product is [CH2:20]([O:9][C:5]1[CH:6]=[C:7]([F:8])[C:2]([F:1])=[CH:3][C:4]=1[CH2:10][CH2:11][OH:12])[C:21]1[CH:26]=[CH:25][CH:24]=[CH:23][CH:22]=1. The yield is 0.850. (2) The reactants are [CH3:1][C:2]1[CH:7]=[C:6]([C:8]2[CH:13]=[CH:12][CH:11]=[CH:10][CH:9]=2)[C:5]([OH:14])=[C:4]([C:15]2[CH:20]=[CH:19][CH:18]=[CH:17][CH:16]=2)[CH:3]=1.[H-].[Na+].[Cl:23][Ti:24](Cl)([Cl:35])[C:25]1([CH3:34])[C:29]([CH3:30])=[C:28]([CH3:31])[C:27]([CH3:32])=[C:26]1[CH3:33]. The catalyst is C1(C)C=CC=CC=1. The product is [Cl:23][Ti:24]([Cl:35])([C:25]1([CH3:34])[C:26]([CH3:33])=[C:27]([CH3:32])[C:28]([CH3:31])=[C:29]1[CH3:30])[O:14][C:5]1[C:4]([C:15]2[CH:20]=[CH:19][CH:18]=[CH:17][CH:16]=2)=[CH:3][C:2]([CH3:1])=[CH:7][C:6]=1[C:8]1[CH:13]=[CH:12][CH:11]=[CH:10][CH:9]=1. The yield is 0.460. (3) The reactants are [P:1](=[O:5])([OH:4])([OH:3])[OH:2].[CH3:6][N:7]1[C:13](=[O:14])[C:12]([CH3:16])([CH3:15])[C:11](=[O:17])[N:10]([CH3:18])[C:9]2[CH:19]=[C:20]([O:23][CH2:24][CH2:25][CH2:26][N:27]([CH2:35][CH2:36][N:37]3[CH2:46][CH2:45][C:44]4[C:39](=[CH:40][CH:41]=[CH:42][CH:43]=4)[C:38]3=[O:47])[CH2:28][C:29]3[CH:34]=[CH:33][N:32]=[CH:31][CH:30]=3)[CH:21]=[CH:22][C:8]1=2. The catalyst is C(O)C. The product is [P:1]([OH:5])([OH:4])([OH:3])=[O:2].[P:1]([OH:5])([OH:4])([OH:3])=[O:2].[P:1]([OH:5])([OH:4])([OH:3])=[O:2].[CH3:6][N:7]1[C:13](=[O:14])[C:12]([CH3:16])([CH3:15])[C:11](=[O:17])[N:10]([CH3:18])[C:9]2[CH:19]=[C:20]([O:23][CH2:24][CH2:25][CH2:26][N:27]([CH2:35][CH2:36][N:37]3[CH2:46][CH2:45][C:44]4[C:39](=[CH:40][CH:41]=[CH:42][CH:43]=4)[C:38]3=[O:47])[CH2:28][C:29]3[CH:30]=[CH:31][N:32]=[CH:33][CH:34]=3)[CH:21]=[CH:22][C:8]1=2. The yield is 0.730. (4) The reactants are [NH2:1][C:2](=[O:25])/[CH:3]=[CH:4]/[C:5]1[CH:6]=[C:7]2[C:12](=[C:13]([Cl:15])[CH:14]=1)[O:11][CH:10]([C:16]([F:19])([F:18])[F:17])[C:9]([C:20]([O:22]CC)=[O:21])=[CH:8]2.O.[OH-].[Li+].C(O)C. The catalyst is C1COCC1.O. The product is [NH2:1][C:2](=[O:25])/[CH:3]=[CH:4]/[C:5]1[CH:6]=[C:7]2[C:12](=[C:13]([Cl:15])[CH:14]=1)[O:11][CH:10]([C:16]([F:17])([F:18])[F:19])[C:9]([C:20]([OH:22])=[O:21])=[CH:8]2. The yield is 0.486. (5) The product is [Cl:22][C:23]1[CH:24]=[N:25][C:26]2[C:31]([C:32]=1[CH:33]=[O:34])=[C:30]([F:21])[C:29]([O:35][CH3:36])=[CH:28][CH:27]=2. The yield is 0.570. The reactants are [B-](F)(F)(F)F.[B-](F)(F)(F)F.C1[N+]2(CCl)CC[N+]([F:21])(CC2)C1.[Cl:22][C:23]1[CH:24]=[N:25][C:26]2[C:31]([C:32]=1[CH:33]=[O:34])=[CH:30][C:29]([O:35][CH3:36])=[CH:28][CH:27]=2.C(OCC)(=O)C. The catalyst is C(#N)C. (6) The reactants are [C:1]([N:6]1[CH2:11][CH2:10][N:9]([C:12]([C:14]2[CH:19]=[CH:18][C:17]([CH:20]3[C:25]4=[N:26][NH:27][C:28](=[O:33])[C:29]5[CH:30]=[CH:31][CH:32]=[C:23]([C:24]=54)[NH:22][CH:21]3[C:34]3[CH:41]=[CH:40][C:37]([CH:38]=O)=[CH:36][CH:35]=3)=[CH:16][CH:15]=2)=[O:13])[CH2:8][CH2:7]1)(=[O:5])[CH:2]([CH3:4])[CH3:3].[CH3:42][NH:43]C.[BH4-].[Na+]. The catalyst is CO. The product is [C:1]([N:6]1[CH2:7][CH2:8][N:9]([C:12]([C:14]2[CH:15]=[CH:16][C:17]([CH:20]3[C:25]4=[N:26][NH:27][C:28](=[O:33])[C:29]5[CH:30]=[CH:31][CH:32]=[C:23]([C:24]=54)[NH:22][CH:21]3[C:34]3[CH:41]=[CH:40][C:37]([CH2:38][NH:43][CH3:42])=[CH:36][CH:35]=3)=[CH:18][CH:19]=2)=[O:13])[CH2:10][CH2:11]1)(=[O:5])[CH:2]([CH3:3])[CH3:4]. The yield is 0.490.